This data is from Catalyst prediction with 721,799 reactions and 888 catalyst types from USPTO. The task is: Predict which catalyst facilitates the given reaction. (1) Reactant: [F:1][C:2]1[CH:7]=[CH:6][C:5]([Mg]Br)=[CH:4][CH:3]=1.Cl[C:11]1[CH:19]=[CH:18][C:14]([C:15]([OH:17])=[O:16])=[CH:13][N:12]=1.C(O)(=[O:22])C. Product: [F:1][C:2]1[CH:7]=[CH:6][C:5]([CH:18]2[CH2:19][C:11](=[O:22])[NH:12][CH:13]=[C:14]2[C:15]([OH:17])=[O:16])=[CH:4][CH:3]=1. The catalyst class is: 1. (2) Reactant: [OH:1][CH2:2][C@H:3]1[CH2:5][C@@:4]1([C:8]1[CH:13]=[CH:12][CH:11]=[CH:10][N:9]=1)[C:6]#[N:7].N1C=CN=C1.[C:19]([Si:23](Cl)([CH3:25])[CH3:24])([CH3:22])([CH3:21])[CH3:20]. Product: [Si:23]([O:1][CH2:2][C@H:3]1[CH2:5][C@@:4]1([C:8]1[CH:13]=[CH:12][CH:11]=[CH:10][N:9]=1)[C:6]#[N:7])([C:19]([CH3:22])([CH3:21])[CH3:20])([CH3:25])[CH3:24]. The catalyst class is: 2.